This data is from Full USPTO retrosynthesis dataset with 1.9M reactions from patents (1976-2016). The task is: Predict the reactants needed to synthesize the given product. (1) Given the product [ClH:35].[CH:8]1([C:12]2[C:13]([N:21]3[CH2:26][CH2:25][NH:24][CH2:23][CH2:22]3)=[C:14]3[CH:20]=[N:19][NH:18][C:15]3=[N:16][CH:17]=2)[CH2:9][CH2:10][CH2:11]1, predict the reactants needed to synthesize it. The reactants are: C(O)(C(F)(F)F)=O.[CH:8]1([C:12]2[C:13]([N:21]3[CH2:26][CH2:25][N:24](C(OC(C)(C)C)=O)[CH2:23][CH2:22]3)=[C:14]3[CH:20]=[N:19][NH:18][C:15]3=[N:16][CH:17]=2)[CH2:11][CH2:10][CH2:9]1.C(Cl)[Cl:35]. (2) Given the product [CH2:19]([N:26]1[CH:30]=[CH:29][CH:28]=[C:27]1[C:31]([OH:33])=[O:32])[C:20]1[CH:21]=[CH:22][CH:23]=[CH:24][CH:25]=1.[S:36]1[CH:37]=[CH:38][N:39]=[C:35]1[NH:34][C:31]([C:27]1[N:26]([CH2:19][C:20]2[CH:21]=[CH:22][CH:23]=[CH:24][CH:25]=2)[CH:30]=[CH:29][CH:28]=1)=[O:33], predict the reactants needed to synthesize it. The reactants are: N1C=CC=C1C(OCC)=O.C(Br)C1C=CC=CC=1.[CH2:19]([N:26]1[CH:30]=[CH:29][CH:28]=[C:27]1[C:31]([OH:33])=[O:32])[C:20]1[CH:25]=[CH:24][CH:23]=[CH:22][CH:21]=1.[NH2:34][C:35]1[S:36][CH:37]=[CH:38][N:39]=1. (3) Given the product [CH3:21][C:22]1[O:20][C:3]2[CH:4]=[CH:5][C:6]3[CH2:7][CH2:8][N:9]([C:13]([O:15][C:16]([CH3:17])([CH3:19])[CH3:18])=[O:14])[CH2:10][CH2:11][C:12]=3[C:2]=2[N:1]=1, predict the reactants needed to synthesize it. The reactants are: [NH2:1][C:2]1[C:12]2[CH2:11][CH2:10][N:9]([C:13]([O:15][C:16]([CH3:19])([CH3:18])[CH3:17])=[O:14])[CH2:8][CH2:7][C:6]=2[CH:5]=[CH:4][C:3]=1[OH:20].[C:21](OC)(OC)(OC)[CH3:22].C1(C)C=CC(S([O-])(=O)=O)=CC=1.[NH+]1C=CC=CC=1. (4) Given the product [O:21]1[CH2:25][CH2:24][CH:23]([CH2:26][NH:27][C:13]([C:10]2[CH:9]=[C:8]([CH2:7][O:6][CH2:5][C:4]3[CH:16]=[CH:17][C:18]([F:19])=[C:2]([Cl:1])[CH:3]=3)[O:12][N:11]=2)=[O:15])[CH2:22]1, predict the reactants needed to synthesize it. The reactants are: [Cl:1][C:2]1[CH:3]=[C:4]([CH:16]=[CH:17][C:18]=1[F:19])[CH2:5][O:6][CH2:7][C:8]1[O:12][N:11]=[C:10]([C:13]([OH:15])=O)[CH:9]=1.Cl.[O:21]1[CH2:25][CH2:24][CH:23]([CH2:26][NH2:27])[CH2:22]1.C(N(CC)CC)C.ON1C2C=CC=CC=2N=N1.Cl.C(N=C=NCCCN(C)C)C. (5) The reactants are: Br[CH2:2][C:3]([O:5]C)=[O:4].[CH2:7]([O:14][C:15]([NH:17][C:18]1[CH:23]=[CH:22][NH:21][C:20](=[O:24])[N:19]=1)=[O:16])[C:8]1[CH:13]=[CH:12][CH:11]=[CH:10][CH:9]=1.C(=O)([O-])[O-].[K+].[K+]. Given the product [CH2:7]([O:14][C:15]([N:17]([CH2:2][C:3]([OH:5])=[O:4])[C:18]1[CH:23]=[CH:22][NH:21][C:20](=[O:24])[N:19]=1)=[O:16])[C:8]1[CH:13]=[CH:12][CH:11]=[CH:10][CH:9]=1, predict the reactants needed to synthesize it. (6) Given the product [O:16]=[C:17]1[CH2:18][O:11][C:10]2[CH:9]=[C:8]3[NH:7][C:6]([C:12]([O:14][CH3:15])=[O:13])=[CH:5][C:4]3=[CH:3][C:2]=2[NH:1]1, predict the reactants needed to synthesize it. The reactants are: [NH2:1][C:2]1[CH:3]=[C:4]2[C:8](=[CH:9][C:10]=1[OH:11])[NH:7][C:6]([C:12]([O:14][CH3:15])=[O:13])=[CH:5]2.[O:16]1CC[CH2:18][CH2:17]1.C(=O)([O-])O.[Na+].ClCC(Cl)=O.C(=O)([O-])[O-].[K+].[K+]. (7) Given the product [OH:6][CH:7]1[C:16]2[C:11](=[CH:12][CH:13]=[C:14]([O:17][CH3:1])[CH:15]=2)[CH2:10][N:9]([C:18]([O:20][C:21]([CH3:24])([CH3:23])[CH3:22])=[O:19])[CH2:8]1, predict the reactants needed to synthesize it. The reactants are: [CH3:1]N(C)C=O.[OH:6][CH:7]1[C:16]2[C:11](=[CH:12][CH:13]=[C:14]([OH:17])[CH:15]=2)[CH2:10][N:9]([C:18]([O:20][C:21]([CH3:24])([CH3:23])[CH3:22])=[O:19])[CH2:8]1.CI.C(=O)([O-])[O-].[K+].[K+]. (8) Given the product [NH:1]1[C:5]2[CH:6]=[CH:7][C:8]([C:10]3[C:19]([N:20]([CH:22]([CH3:24])[CH3:23])[CH3:21])=[N:18][C:17]4[C:12](=[CH:13][CH:14]=[C:15]([C:25]([OH:27])=[O:26])[CH:16]=4)[N:11]=3)=[CH:9][C:4]=2[N:3]=[N:2]1, predict the reactants needed to synthesize it. The reactants are: [NH:1]1[C:5]2[CH:6]=[CH:7][C:8]([C:10]3[C:19]([N:20]([CH:22]([CH3:24])[CH3:23])[CH3:21])=[N:18][C:17]4[C:12](=[CH:13][CH:14]=[C:15]([C:25]([O:27]C)=[O:26])[CH:16]=4)[N:11]=3)=[CH:9][C:4]=2[N:3]=[N:2]1.[OH-].[Na+].